This data is from Full USPTO retrosynthesis dataset with 1.9M reactions from patents (1976-2016). The task is: Predict the reactants needed to synthesize the given product. (1) Given the product [Cl:1][C:2]1[C:3]([O:10][CH3:11])=[C:4]([NH:9][S:30]([C:24]2[CH:25]=[CH:26][C:27]([O:28][CH3:29])=[C:22]([N:19]3[CH2:20][CH2:21][N:16]([C:14](=[O:15])[C:13]([Cl:35])([Cl:12])[Cl:34])[CH2:17][CH2:18]3)[CH:23]=2)(=[O:32])=[O:31])[CH:5]=[C:6]([Cl:8])[CH:7]=1, predict the reactants needed to synthesize it. The reactants are: [Cl:1][C:2]1[C:3]([O:10][CH3:11])=[C:4]([NH2:9])[CH:5]=[C:6]([Cl:8])[CH:7]=1.[Cl:12][C:13]([Cl:35])([Cl:34])[C:14]([N:16]1[CH2:21][CH2:20][N:19]([C:22]2[CH:23]=[C:24]([S:30](Cl)(=[O:32])=[O:31])[CH:25]=[CH:26][C:27]=2[O:28][CH3:29])[CH2:18][CH2:17]1)=[O:15].N1C=CC=CC=1. (2) The reactants are: C(O)(=O)C(C)(C)C.[CH3:8][C:9]1([CH3:29])[C:21]2[CH:20]=[C:19]([NH:22][C:23]3[CH:28]=[CH:27][N:26]=[CH:25][CH:24]=3)[CH:18]=[CH:17][C:16]=2[C:15]2[C:10]1=[CH:11][CH:12]=[CH:13][CH:14]=2.C(=O)([O-])[O-].[K+].[K+].C([O-])([O-])=O.[Na+].[Na+]. Given the product [CH3:8][C:9]1([CH3:29])[C:21]2[CH:20]=[C:19]3[NH:22][C:23]4[C:28]([C:18]3=[CH:17][C:16]=2[C:15]2[C:10]1=[CH:11][CH:12]=[CH:13][CH:14]=2)=[CH:27][N:26]=[CH:25][CH:24]=4, predict the reactants needed to synthesize it. (3) Given the product [CH2:27]([O:34][C:35]1[CH:40]=[CH:39][C:38]([C@@H:24]([C:12]2[C:13]([CH:21]([CH3:22])[CH3:23])=[N:14][C:15]3[CH2:16][C:17]([CH3:19])([CH3:20])[CH2:18][C@H:9]([O:8][Si:1]([C:4]([CH3:5])([CH3:6])[CH3:7])([CH3:3])[CH3:2])[C:10]=3[C:11]=2[I:26])[OH:25])=[CH:37][CH:36]=1)[C:28]1[CH:33]=[CH:32][CH:31]=[CH:30][CH:29]=1, predict the reactants needed to synthesize it. The reactants are: [Si:1]([O:8][C@H:9]1[CH2:18][C:17]([CH3:20])([CH3:19])[CH2:16][C:15]2[N:14]=[C:13]([CH:21]([CH3:23])[CH3:22])[C:12]([CH:24]=[O:25])=[C:11]([I:26])[C:10]1=2)([C:4]([CH3:7])([CH3:6])[CH3:5])([CH3:3])[CH3:2].[CH2:27]([O:34][C:35]1[CH:40]=[CH:39][C:38]([Mg]Br)=[CH:37][CH:36]=1)[C:28]1[CH:33]=[CH:32][CH:31]=[CH:30][CH:29]=1. (4) Given the product [NH2:22][CH2:23][C:24]1[CH:29]=[C:28]([C:2]2[C:3]3[N:4]([N:8]=[C:9]([NH:11][C:12]4[CH:17]=[C:16]([O:18][CH3:19])[CH:15]=[C:14]([O:20][CH3:21])[CH:13]=4)[N:10]=3)[CH:5]=[CH:6][N:7]=2)[CH:27]=[CH:26][CH:25]=1, predict the reactants needed to synthesize it. The reactants are: Cl[C:2]1[C:3]2[N:4]([N:8]=[C:9]([NH:11][C:12]3[CH:17]=[C:16]([O:18][CH3:19])[CH:15]=[C:14]([O:20][CH3:21])[CH:13]=3)[N:10]=2)[CH:5]=[CH:6][N:7]=1.[NH2:22][CH2:23][C:24]1[CH:25]=[C:26](B(O)O)[CH:27]=[CH:28][CH:29]=1.C(=O)([O-])[O-].[Na+].[Na+]. (5) Given the product [Br:38][C:9]1[N:10]=[CH:11][C:12]([N:14]2[CH2:15][CH2:16][CH:17]([N:20]3[C:28](=[O:29])[C:27]4[C:22](=[CH:23][CH:24]=[CH:25][CH:26]=4)[C:21]3=[O:30])[CH2:18][CH2:19]2)=[N:13][C:8]=1[C:7]1[CH:6]=[CH:5][N:4]=[CH:3][C:2]=1[Cl:1], predict the reactants needed to synthesize it. The reactants are: [Cl:1][C:2]1[CH:3]=[N:4][CH:5]=[CH:6][C:7]=1[C:8]1[N:13]=[C:12]([N:14]2[CH2:19][CH2:18][CH:17]([N:20]3[C:28](=[O:29])[C:27]4[C:22](=[CH:23][CH:24]=[CH:25][CH:26]=4)[C:21]3=[O:30])[CH2:16][CH2:15]2)[CH:11]=[N:10][CH:9]=1.C1C(=O)N([Br:38])C(=O)C1. (6) Given the product [OH:26][C:23]1[CH:24]=[CH:25][C:20]([CH2:16][C:17]([NH2:42])=[O:18])=[CH:21][CH:22]=1, predict the reactants needed to synthesize it. The reactants are: C(OC1C=CC(S(N[CH:16]([C:20]2[CH:25]=[CH:24][C:23]([OH:26])=[CH:22][CH:21]=2)[C:17](O)=[O:18])(=O)=O)=CC=1)C#CC.C([O-])(O)=O.[Na+].C(Cl)CCl.C1C=CC2N(O)N=[N:42]C=2C=1.Cl.C(ON)(C)(C)C.